Regression. Given two drug SMILES strings and cell line genomic features, predict the synergy score measuring deviation from expected non-interaction effect. From a dataset of NCI-60 drug combinations with 297,098 pairs across 59 cell lines. (1) Drug 1: C1=CC(=C2C(=C1NCCNCCO)C(=O)C3=C(C=CC(=C3C2=O)O)O)NCCNCCO. Drug 2: CC=C1C(=O)NC(C(=O)OC2CC(=O)NC(C(=O)NC(CSSCCC=C2)C(=O)N1)C(C)C)C(C)C. Cell line: HCC-2998. Synergy scores: CSS=78.4, Synergy_ZIP=1.32, Synergy_Bliss=1.54, Synergy_Loewe=0.908, Synergy_HSA=3.98. (2) Drug 1: C1=NC(=NC(=O)N1C2C(C(C(O2)CO)O)O)N. Drug 2: C(CCl)NC(=O)N(CCCl)N=O. Cell line: KM12. Synergy scores: CSS=24.5, Synergy_ZIP=-9.02, Synergy_Bliss=0.385, Synergy_Loewe=-16.6, Synergy_HSA=1.32. (3) Drug 1: CC1=C2C(C(=O)C3(C(CC4C(C3C(C(C2(C)C)(CC1OC(=O)C(C(C5=CC=CC=C5)NC(=O)OC(C)(C)C)O)O)OC(=O)C6=CC=CC=C6)(CO4)OC(=O)C)OC)C)OC. Drug 2: CCCCCOC(=O)NC1=NC(=O)N(C=C1F)C2C(C(C(O2)C)O)O. Cell line: T-47D. Synergy scores: CSS=31.2, Synergy_ZIP=2.88, Synergy_Bliss=3.91, Synergy_Loewe=-16.5, Synergy_HSA=3.94. (4) Drug 1: C1C(C(OC1N2C=C(C(=O)NC2=O)F)CO)O. Drug 2: N.N.Cl[Pt+2]Cl. Cell line: SK-MEL-5. Synergy scores: CSS=59.9, Synergy_ZIP=-4.52, Synergy_Bliss=-3.99, Synergy_Loewe=-0.0210, Synergy_HSA=-0.0935. (5) Drug 1: C1CC(C1)(C(=O)O)C(=O)O.[NH2-].[NH2-].[Pt+2]. Drug 2: CC=C1C(=O)NC(C(=O)OC2CC(=O)NC(C(=O)NC(CSSCCC=C2)C(=O)N1)C(C)C)C(C)C. Cell line: SW-620. Synergy scores: CSS=30.8, Synergy_ZIP=-0.934, Synergy_Bliss=0.864, Synergy_Loewe=-27.1, Synergy_HSA=0.430. (6) Drug 1: C1CC(C1)(C(=O)O)C(=O)O.[NH2-].[NH2-].[Pt+2]. Drug 2: CC1C(C(CC(O1)OC2CC(CC3=C2C(=C4C(=C3O)C(=O)C5=C(C4=O)C(=CC=C5)OC)O)(C(=O)CO)O)N)O.Cl. Cell line: ACHN. Synergy scores: CSS=36.5, Synergy_ZIP=-8.37, Synergy_Bliss=-2.48, Synergy_Loewe=-6.40, Synergy_HSA=-0.607.